From a dataset of Forward reaction prediction with 1.9M reactions from USPTO patents (1976-2016). Predict the product of the given reaction. (1) The product is: [ClH:25].[CH2:1]([N:8]1[C:12]2([CH2:17][CH2:16][N:15]([C:18](=[O:26])[C:19]3[CH:20]=[CH:21][C:22]([Cl:25])=[CH:23][CH:24]=3)[CH2:14][CH2:13]2)[NH:11][C@@H:10]([CH2:27][C:28]2[CH:29]=[CH:30][CH:31]=[CH:32][CH:33]=2)[C:9]1=[O:34])[C:2]1[CH:7]=[CH:6][CH:5]=[CH:4][CH:3]=1. Given the reactants [CH2:1]([N:8]1[C:12]2([CH2:17][CH2:16][N:15]([C:18](=[O:26])[C:19]3[CH:24]=[CH:23][C:22]([Cl:25])=[CH:21][CH:20]=3)[CH2:14][CH2:13]2)[NH:11][C@@H:10]([CH2:27][C:28]2[CH:33]=[CH:32][CH:31]=[CH:30][CH:29]=2)[C:9]1=[O:34])[C:2]1[CH:7]=[CH:6][CH:5]=[CH:4][CH:3]=1.O.C[Si](Cl)(C)C.CCCCCC, predict the reaction product. (2) The product is: [F:1][C:2]1[C:7]2[N:8]=[CH:9][O:10][C:6]=2[CH:5]=[C:4]([C:11]([OH:13])=[O:12])[C:3]=1[NH:14][C:15]1[CH:20]=[CH:19][C:18]([I:29])=[CH:17][C:16]=1[F:21]. Given the reactants [F:1][C:2]1[C:7]2[N:8]=[CH:9][O:10][C:6]=2[CH:5]=[C:4]([C:11]([OH:13])=[O:12])[C:3]=1[NH:14][C:15]1[CH:20]=[CH:19][CH:18]=[CH:17][C:16]=1[F:21].C1C(=O)N([I:29])C(=O)C1.FC(F)(F)C(O)=O.FC(F)(F)S(O)(=O)=O.CS(O)(=O)=O.S1(CCCC1)(=O)=O, predict the reaction product. (3) Given the reactants [CH2:1](N1CCCC(CCN2C(OC)=NC3C2=NC(O[C@@H](C)CCC)=NC=3N)C1)[CH3:2].[CH2:29]([O:33][C:34]1[N:42]=[C:41]2[C:37]([N:38]=[C:39]([O:55][CH3:56])[N:40]2[CH2:43][CH2:44][CH2:45][CH2:46][CH2:47][CH2:48][CH:49]2[CH2:54][CH2:53][NH:52][CH2:51][CH2:50]2)=[C:36]([NH2:57])[N:35]=1)[CH2:30][CH2:31][CH3:32].ICC, predict the reaction product. The product is: [CH2:29]([O:33][C:34]1[N:42]=[C:41]2[C:37]([N:38]=[C:39]([O:55][CH3:56])[N:40]2[CH2:43][CH2:44][CH2:45][CH2:46][CH2:47][CH2:48][CH:49]2[CH2:50][CH2:51][N:52]([CH2:1][CH3:2])[CH2:53][CH2:54]2)=[C:36]([NH2:57])[N:35]=1)[CH2:30][CH2:31][CH3:32]. (4) Given the reactants CN1CCN(CCCNC2N=CN=C3N(C4C=CC([OH:27])=CC=4)N=CC=23)CC1.[H-].[Na+].[S:30]1[C:34]2[CH:35]=[CH:36][CH:37]=[CH:38][C:33]=2[N:32]=[C:31]1[NH:39][C:40]([C:42]1[CH:43]=[CH:44][CH:45]=[C:46]2[C:51]=1[CH2:50][N:49]([C:52]1[N:57]=[C:56]([C:58]([O:60]C(C)(C)C)=[O:59])[C:55]([CH2:65][CH2:66][CH2:67]I)=[CH:54][CH:53]=1)[CH2:48][CH2:47]2)=[O:41], predict the reaction product. The product is: [S:30]1[C:34]2[CH:35]=[CH:36][CH:37]=[CH:38][C:33]=2[N:32]=[C:31]1[NH:39][C:40]([C:42]1[CH:43]=[CH:44][CH:45]=[C:46]2[C:51]=1[CH2:50][N:49]([C:52]1[N:57]=[C:56]([C:58]([OH:60])=[O:59])[C:55]([CH2:65][CH2:66][CH2:67][OH:27])=[CH:54][CH:53]=1)[CH2:48][CH2:47]2)=[O:41]. (5) Given the reactants C(OC([NH:11]/[C:12](=[N:66]\C(OCC1C=CC=CC=1)=O)/[NH:13][C@H:14]([C:25]([NH:27][C@@H:28]([C:30]([NH:32][CH2:33][C@@H:34]([NH:42]/[C:43](/[NH:55]C(OCC1C=CC=CC=1)=O)=[N:44]\C(OCC1C=CC=CC=1)=O)[CH2:35][C:36]1[CH:41]=[CH:40][CH:39]=[CH:38][CH:37]=1)=[O:31])[CH3:29])=[O:26])[CH2:15][C:16]1[C:21]([CH3:22])=[CH:20][C:19]([OH:23])=[CH:18][C:17]=1[CH3:24])=O)C1C=CC=CC=1.Cl, predict the reaction product. The product is: [NH2:66][C:12](=[NH:11])[NH:13][C@H:14]([C:25]([NH:27][C@@H:28]([C:30]([NH:32][CH2:33][C@@H:34]([NH:42][C:43]([NH2:55])=[NH:44])[CH2:35][C:36]1[CH:37]=[CH:38][CH:39]=[CH:40][CH:41]=1)=[O:31])[CH3:29])=[O:26])[CH2:15][C:16]1[C:17]([CH3:24])=[CH:18][C:19]([OH:23])=[CH:20][C:21]=1[CH3:22].